From a dataset of Catalyst prediction with 721,799 reactions and 888 catalyst types from USPTO. Predict which catalyst facilitates the given reaction. (1) Reactant: [CH3:1][C:2]([OH:6])([C:4]#[CH:5])[CH3:3].C1CCN2C(=NCCC2)CC1.C(OC(C(F)(F)F)=O)(C(F)(F)F)=O.[Br:31][C:32]1[CH:33]=[CH:34][C:35](O)=[C:36]([CH:39]=1)[CH:37]=[O:38]. Product: [Br:31][C:32]1[CH:33]=[C:34]2[C:35](=[C:36]([CH:37]=[O:38])[CH:39]=1)[O:6][C:2]([CH3:3])([CH3:1])[CH:4]=[CH:5]2. The catalyst class is: 23. (2) Reactant: C([O:4][C:5]1[CH:10]=[CH:9][CH:8]=[CH:7][C:6]=1[CH2:11][N:12]1[C:34](=[O:35])[N:15]2[N:16]=[CH:17][C:18]([C:27]3[CH:32]=[CH:31][C:30]([Cl:33])=[CH:29][CH:28]=3)=[C:19]([C:20]3[CH:25]=[CH:24][C:23]([Cl:26])=[CH:22][CH:21]=3)[C:14]2=[N:13]1)(=O)C.O(C)[Na].C(O)(=O)C. Product: [OH:4][C:5]1[CH:10]=[CH:9][CH:8]=[CH:7][C:6]=1[CH2:11][N:12]1[C:34](=[O:35])[N:15]2[N:16]=[CH:17][C:18]([C:27]3[CH:32]=[CH:31][C:30]([Cl:33])=[CH:29][CH:28]=3)=[C:19]([C:20]3[CH:21]=[CH:22][C:23]([Cl:26])=[CH:24][CH:25]=3)[C:14]2=[N:13]1. The catalyst class is: 5. (3) Reactant: S1[CH:5]=[CH:4][CH:3]=[C:2]1[C:6]1[CH:7]=[C:8]2[C:14]([C:15]3[CH:16]=[C:17]([CH:38]=[CH:39][CH:40]=3)[CH2:18][NH:19][C:20]([C:22]3[C:23](=[O:37])[N:24]([CH2:28][C:29]4[CH:34]=[CH:33][C:32]([F:35])=[C:31]([F:36])[CH:30]=4)[CH:25]=[CH:26][CH:27]=3)=[O:21])=[CH:13][NH:12][C:9]2=[N:10][CH:11]=1.BrC1[O:43]C=CC=1.[Br-]. Product: [O:43]1[CH:5]=[CH:4][CH:3]=[C:2]1[C:6]1[CH:7]=[C:8]2[C:14]([C:15]3[CH:16]=[C:17]([CH:38]=[CH:39][CH:40]=3)[CH2:18][NH:19][C:20]([C:22]3[C:23](=[O:37])[N:24]([CH2:28][C:29]4[CH:34]=[CH:33][C:32]([F:35])=[C:31]([F:36])[CH:30]=4)[CH:25]=[CH:26][CH:27]=3)=[O:21])=[CH:13][NH:12][C:9]2=[N:10][CH:11]=1. The catalyst class is: 45. (4) Reactant: [O:1]1[C:5]2[CH:6]=[CH:7][C:8]([CH2:10][CH2:11][CH2:12][C:13](=[O:15])[CH3:14])=[CH:9][C:4]=2[O:3][CH2:2]1.[C:16](OCC)(=[O:22])[C:17]([O:19][CH2:20][CH3:21])=[O:18].[O-]CC.[Na+].Cl. Product: [O:1]1[C:5]2[CH:6]=[CH:7][C:8]([CH2:10][CH2:11][CH2:12][C:13](=[O:15])[CH2:14][C:16](=[O:22])[C:17]([O:19][CH2:20][CH3:21])=[O:18])=[CH:9][C:4]=2[O:3][CH2:2]1. The catalyst class is: 8. (5) Reactant: [CH3:1][O:2][C:3]1[CH:4]=[C:5]([C:11]2[CH:12]=[CH:13][C:14]3[C:19]([N:20]=2)=[C:18]2[N:21]([C:25]4[C:26]([CH3:31])=[N:27][N:28]([CH3:30])[CH:29]=4)[C:22](=[O:24])[NH:23][C:17]2=[CH:16][N:15]=3)[CH:6]=[CH:7][C:8]=1[O:9][CH3:10].[H-].[Na+].I[CH3:35]. Product: [CH3:1][O:2][C:3]1[CH:4]=[C:5]([C:11]2[CH:12]=[CH:13][C:14]3[C:19]([N:20]=2)=[C:18]2[N:21]([C:25]4[C:26]([CH3:31])=[N:27][N:28]([CH3:30])[CH:29]=4)[C:22](=[O:24])[N:23]([CH3:35])[C:17]2=[CH:16][N:15]=3)[CH:6]=[CH:7][C:8]=1[O:9][CH3:10]. The catalyst class is: 3. (6) Reactant: [CH3:1][C:2]1[CH:7]=[CH:6][CH:5]=[C:4]([CH:8]2[CH2:12][CH2:11][O:10][CH2:9]2)[C:3]=1[OH:13].Br[CH2:15][C:16]([O:18][CH3:19])=[O:17].C(=O)([O-])[O-].[Cs+].[Cs+]. Product: [CH3:1][C:2]1[CH:7]=[CH:6][CH:5]=[C:4]([CH:8]2[CH2:12][CH2:11][O:10][CH2:9]2)[C:3]=1[O:13][CH2:15][C:16]([O:18][CH3:19])=[O:17]. The catalyst class is: 10. (7) Reactant: Cl[C:2]1[N:11]=[C:10]([NH:12][CH:13]2[CH2:15][CH2:14]2)[C:9]2[C:4](=[CH:5][CH:6]=[C:7]([C:16]3[CH:21]=[CH:20][C:19]([F:22])=[CH:18][CH:17]=3)[CH:8]=2)[N:3]=1.[CH3:23][N:24]1[CH:28]=[CH:27][C:26]([NH2:29])=[N:25]1.N1C(C)=CC=CC=1C. Product: [CH:13]1([NH:12][C:10]2[C:9]3[C:4](=[CH:5][CH:6]=[C:7]([C:16]4[CH:21]=[CH:20][C:19]([F:22])=[CH:18][CH:17]=4)[CH:8]=3)[N:3]=[C:2]([NH:29][C:26]3[CH:27]=[CH:28][N:24]([CH3:23])[N:25]=3)[N:11]=2)[CH2:15][CH2:14]1. The catalyst class is: 12. (8) Reactant: [O:1]1[C:5]2[CH:6]=[CH:7][CH:8]=[CH:9][C:4]=2[CH:3]=[C:2]1[C:10]#[C:11][Si](C)(C)C.C(=O)([O-])[O-].[K+].[K+].O. Product: [C:10]([C:2]1[O:1][C:5]2[CH:6]=[CH:7][CH:8]=[CH:9][C:4]=2[CH:3]=1)#[CH:11]. The catalyst class is: 5. (9) Reactant: C(N(CCC)[C:5]1[CH:10]=[CH:9][C:8]([NH:11][C:12](=[O:27])[C:13]2[CH:18]=[CH:17][C:16]([CH2:19][NH:20][CH2:21][C:22]3[NH:23][CH:24]=[CH:25][N:26]=3)=[CH:15][CH:14]=2)=[CH:7][CH:6]=1)CC.[N:31]1[C:40]2[C:35](=[CH:36][CH:37]=[CH:38][CH:39]=2)[CH:34]=[CH:33][C:32]=1[CH:41]=O.[C:43]([BH3-])#[N:44].[Na+].[OH-].[Na+]. Product: [CH2:6]([N:44]([CH2:43][C:5]1[CH:6]=[CH:7][C:8]([NH:11][C:12](=[O:27])[C:13]2[CH:14]=[CH:15][C:16]([CH2:19][N:20]([CH2:21][C:22]3[NH:26][CH:25]=[CH:24][N:23]=3)[CH2:41][C:32]3[CH:33]=[CH:34][C:35]4[C:40](=[CH:39][CH:38]=[CH:37][CH:36]=4)[N:31]=3)=[CH:17][CH:18]=2)=[CH:9][CH:10]=1)[CH2:7][CH2:8][CH3:9])[CH2:5][CH3:10]. The catalyst class is: 130. (10) Reactant: [S:1]1[CH:5]=[CH:4][CH:3]=[C:2]1[C:6](Cl)=[O:7].[C:9]([O:13][C:14]([N:16]1[CH2:21][CH2:20][NH:19][CH2:18][CH2:17]1)=[O:15])([CH3:12])([CH3:11])[CH3:10]. Product: [C:9]([O:13][C:14]([N:16]1[CH2:21][CH2:20][N:19]([C:6]([C:2]2[S:1][CH:5]=[CH:4][CH:3]=2)=[O:7])[CH2:18][CH2:17]1)=[O:15])([CH3:12])([CH3:10])[CH3:11]. The catalyst class is: 377.